Dataset: Reaction yield outcomes from USPTO patents with 853,638 reactions. Task: Predict the reaction yield, written as a fraction of the theoretical maximum amount of product (1.0 means a 100% yield; for example, 0.34 means a 34% yield). (1) The reactants are I[C:2]1[C:3]([NH2:22])=[N:4][CH:5]=[CH:6][C:7]=1[O:8][C:9]1[CH:14]=[CH:13][C:12]([O:15][C:16]2[CH:21]=[CH:20][CH:19]=[CH:18][CH:17]=2)=[CH:11][CH:10]=1.CC1(C)C(C)(C)OB([C:31]2[CH:32]=[C:33]([NH:37][C:38](=[O:41])[CH2:39][CH3:40])[CH:34]=[CH:35][CH:36]=2)O1. No catalyst specified. The product is [NH2:22][C:3]1[C:2]([C:35]2[CH:34]=[C:33]([NH:37][C:38](=[O:41])[CH2:39][CH3:40])[CH:32]=[CH:31][CH:36]=2)=[C:7]([O:8][C:9]2[CH:14]=[CH:13][C:12]([O:15][C:16]3[CH:21]=[CH:20][CH:19]=[CH:18][CH:17]=3)=[CH:11][CH:10]=2)[CH:6]=[CH:5][N:4]=1. The yield is 0.490. (2) The reactants are CS(C)=O.[CH2:5]([C:20]1[CH:21]=[C:22]([OH:26])[CH:23]=[CH:24][CH:25]=1)[CH2:6][CH2:7][CH2:8][CH2:9][CH2:10][CH2:11][CH2:12][CH2:13][CH2:14][CH2:15][CH2:16][CH2:17][CH2:18][CH3:19].[OH-].[Na+].[CH3:29]I. The catalyst is O. The product is [CH2:5]([C:20]1[CH:21]=[C:22]([O:26][CH3:29])[CH:23]=[CH:24][CH:25]=1)[CH2:6][CH2:7][CH2:8][CH2:9][CH2:10][CH2:11][CH2:12][CH2:13][CH2:14][CH2:15][CH2:16][CH2:17][CH2:18][CH3:19]. The yield is 0.970. (3) The catalyst is CN(C)C(=O)C. The reactants are [NH2:1][N:2]1[C:7](=[O:8])[C:6]([C:9]2[NH:14][C:13]3[CH:15]=[CH:16][CH:17]=[CH:18][C:12]=3[S:11](=[O:20])(=[O:19])[N:10]=2)=[C:5]([OH:21])[C:4]2[S:22][CH:23]=[CH:24][C:3]1=2.[CH:25]1([CH:28]=O)[CH2:27][CH2:26]1. The yield is 0.600. The product is [CH:25]1([CH:28]=[N:1][N:2]2[C:7](=[O:8])[C:6]([C:9]3[NH:14][C:13]4[CH:15]=[CH:16][CH:17]=[CH:18][C:12]=4[S:11](=[O:20])(=[O:19])[N:10]=3)=[C:5]([OH:21])[C:4]3[S:22][CH:23]=[CH:24][C:3]2=3)[CH2:27][CH2:26]1. (4) The reactants are [CH2:1]([O:3][C:4]([C:6]1[NH:10][N:9]=[CH:8][C:7]=1[CH2:11][N:12]1[CH2:16][CH:15]2[CH2:17][N:18]([C:20]([O:22][CH:23]([C:28]([F:31])([F:30])[F:29])[C:24]([F:27])([F:26])[F:25])=[O:21])[CH2:19][CH:14]2[CH2:13]1)=[O:5])[CH3:2].C([O-])([O-])=O.[Cs+].[Cs+].I[CH2:39][CH3:40]. The catalyst is C(#N)C. The product is [CH2:1]([O:3][C:4]([C:6]1[N:10]([CH2:39][CH3:40])[N:9]=[CH:8][C:7]=1[CH2:11][N:12]1[CH2:16][CH:15]2[CH2:17][N:18]([C:20]([O:22][CH:23]([C:28]([F:31])([F:30])[F:29])[C:24]([F:25])([F:26])[F:27])=[O:21])[CH2:19][CH:14]2[CH2:13]1)=[O:5])[CH3:2]. The yield is 0.330. (5) The reactants are C([O:5][C:6]([C:8]1([CH2:11][CH2:12][CH2:13][CH2:14][C:15](=[O:30])[CH2:16][CH2:17][CH2:18][CH2:19][C:20]2([C:23]([O:25]C(C)(C)C)=[O:24])[CH2:22][CH2:21]2)[CH2:10][CH2:9]1)=[O:7])(C)(C)C. The catalyst is C(O)=O. The yield is 0.990. The product is [C:23]([C:20]1([CH2:19][CH2:18][CH2:17][CH2:16][C:15](=[O:30])[CH2:14][CH2:13][CH2:12][CH2:11][C:8]2([C:6]([OH:7])=[O:5])[CH2:9][CH2:10]2)[CH2:22][CH2:21]1)([OH:25])=[O:24].